Dataset: Catalyst prediction with 721,799 reactions and 888 catalyst types from USPTO. Task: Predict which catalyst facilitates the given reaction. (1) Reactant: Cl[C:2]1[CH:9]=[N:8][CH:7]=[C:6]([Cl:10])[C:3]=1[CH:4]=O.C([O-])([O-])=O.[Cs+].[Cs+].[SH:17][CH2:18][C:19]([O:21][CH3:22])=[O:20]. Product: [Cl:10][C:6]1[CH:7]=[N:8][CH:9]=[C:2]2[S:17][C:18]([C:19]([O:21][CH3:22])=[O:20])=[CH:4][C:3]=12. The catalyst class is: 3. (2) Reactant: CN(C)C=O.C(=O)([O-])[O-].[K+].[K+].I[C:13]1[C:18]([O:19][C:20]2[C:29]3[C:24](=[CH:25][C:26]([O:32][CH3:33])=[C:27]([O:30][CH3:31])[CH:28]=3)[N:23]=[CH:22][CH:21]=2)=[CH:17][CH:16]=[C:15]([CH3:34])[N:14]=1.[C:35]([C:38]1[CH:43]=[CH:42][C:41](B(O)O)=[CH:40][CH:39]=1)(=[O:37])[CH3:36]. Product: [CH3:31][O:30][C:27]1[CH:28]=[C:29]2[C:24](=[CH:25][C:26]=1[O:32][CH3:33])[N:23]=[CH:22][CH:21]=[C:20]2[O:19][C:18]1[C:13]([C:41]2[CH:42]=[CH:43][C:38]([C:35](=[O:37])[CH3:36])=[CH:39][CH:40]=2)=[N:14][C:15]([CH3:34])=[CH:16][CH:17]=1. The catalyst class is: 6. (3) Reactant: [C:1]([C:3]1[CH:12]=[CH:11][CH:10]=[C:9]2[C:4]=1[CH2:5][CH2:6][CH2:7][CH:8]2[CH2:13][NH:14][CH2:15][CH2:16][NH:17][C:18](=[O:24])[O:19][C:20]([CH3:23])([CH3:22])[CH3:21])#[N:2].CCN(CC)CC.[Cl:32][CH2:33][C:34](Cl)=[O:35]. Product: [Cl:32][CH2:33][C:34]([N:14]([CH2:13][CH:8]1[C:9]2[C:4](=[C:3]([C:1]#[N:2])[CH:12]=[CH:11][CH:10]=2)[CH2:5][CH2:6][CH2:7]1)[CH2:15][CH2:16][NH:17][C:18](=[O:24])[O:19][C:20]([CH3:21])([CH3:23])[CH3:22])=[O:35]. The catalyst class is: 2. (4) Reactant: Cl.[Cl:2][C:3]1[CH:4]=[CH:5][C:6]([O:28][CH2:29][C:30]2[CH:35]=[CH:34][CH:33]=[CH:32][CH:31]=2)=[C:7]([CH2:9][C:10]2[S:11][CH:12]=[C:13]([C:15]3[NH:19][C:18]4[CH:20]=[CH:21][CH:22]=[C:23]([C:24](OC)=[O:25])[C:17]=4[N:16]=3)[N:14]=2)[CH:8]=1.[H-].[Al+3].[Li+].[H-].[H-].[H-]. Product: [ClH:2].[Cl:2][C:3]1[CH:4]=[CH:5][C:6]([O:28][CH2:29][C:30]2[CH:31]=[CH:32][CH:33]=[CH:34][CH:35]=2)=[C:7]([CH2:9][C:10]2[S:11][CH:12]=[C:13]([C:15]3[NH:19][C:18]4[CH:20]=[CH:21][CH:22]=[C:23]([CH2:24][OH:25])[C:17]=4[N:16]=3)[N:14]=2)[CH:8]=1. The catalyst class is: 7. (5) Reactant: Br[C:2]1(Br)[CH2:4][C:3]1(Br)[CH2:5][CH2:6][CH2:7][CH2:8][CH2:9][CH3:10].C[Li].O. Product: [CH2:5]([C:3]1[CH2:4][CH:2]=1)[CH2:6][CH2:7][CH2:8][CH2:9][CH3:10]. The catalyst class is: 27. (6) Reactant: [C:1]([C:3]1[CH:4]=[C:5]([C:13]2[O:17][N:16]=[C:15]([C:18]3[CH:23]=[CH:22][C:21]([O:24][CH2:25][CH2:26][CH2:27][CH2:28][C:29]([O:31]CC)=[O:30])=[CH:20][C:19]=3[F:34])[N:14]=2)[CH:6]=[CH:7][C:8]=1[O:9][CH:10]([CH3:12])[CH3:11])#[N:2].[OH-].[Na+]. Product: [C:1]([C:3]1[CH:4]=[C:5]([C:13]2[O:17][N:16]=[C:15]([C:18]3[CH:23]=[CH:22][C:21]([O:24][CH2:25][CH2:26][CH2:27][CH2:28][C:29]([OH:31])=[O:30])=[CH:20][C:19]=3[F:34])[N:14]=2)[CH:6]=[CH:7][C:8]=1[O:9][CH:10]([CH3:12])[CH3:11])#[N:2]. The catalyst class is: 252. (7) Reactant: [CH3:1][CH:2]1[C:10]2[C:5](=[CH:6][CH:7]=[CH:8][CH:9]=2)[N:4]([CH2:11][CH2:12][CH2:13][N:14]2[CH2:44][CH2:43][C:17]3([N:21]([C:22]4[CH:27]=[CH:26][CH:25]=[CH:24][CH:23]=4)[CH2:20][N:19]([CH2:28][C:29]4[CH:30]=[C:31]([CH:39]=[CH:40][CH:41]=4)[C:32]([O:34]C(C)(C)C)=[O:33])[C:18]3=[O:42])[CH2:16][CH2:15]2)[C:3]1=[O:45]. Product: [CH3:1][CH:2]1[C:10]2[C:5](=[CH:6][CH:7]=[CH:8][CH:9]=2)[N:4]([CH2:11][CH2:12][CH2:13][N:14]2[CH2:44][CH2:43][C:17]3([N:21]([C:22]4[CH:27]=[CH:26][CH:25]=[CH:24][CH:23]=4)[CH2:20][N:19]([CH2:28][C:29]4[CH:30]=[C:31]([CH:39]=[CH:40][CH:41]=4)[C:32]([OH:34])=[O:33])[C:18]3=[O:42])[CH2:16][CH2:15]2)[C:3]1=[O:45]. The catalyst class is: 89. (8) Reactant: C(=O)([O-])[O-].[K+].[K+].Br[CH2:8][CH2:9][CH2:10][CH2:11][CH2:12][O:13][C:14]1[CH:19]=[CH:18][CH:17]=[CH:16][CH:15]=1.[N+:20]([C:23]1[CH:24]=[C:25]([OH:29])[CH:26]=[CH:27][CH:28]=1)([O-:22])=[O:21].[I-].[K+]. Product: [N+:20]([C:23]1[CH:28]=[CH:27][CH:26]=[C:25]([O:29][CH2:8][CH2:9][CH2:10][CH2:11][CH2:12][O:13][C:14]2[CH:19]=[CH:18][CH:17]=[CH:16][CH:15]=2)[CH:24]=1)([O-:22])=[O:21]. The catalyst class is: 60. (9) Reactant: [Cl-].O[NH3+:3].[C:4](=[O:7])([O-])[OH:5].[Na+].CS(C)=O.[Cl:13][C:14]1[CH:15]=[C:16]([N:24]2[C:29](=[O:30])[C:28]([CH2:31][C:32]3[CH:37]=[CH:36][C:35]([C:38]4[C:39]([C:44]#[N:45])=[CH:40][CH:41]=[CH:42][CH:43]=4)=[CH:34][CH:33]=3)=[C:27]([CH2:46][CH2:47][CH3:48])[N:26]=[C:25]2[CH3:49])[CH:17]=[CH:18][C:19]=1[O:20][CH:21]([CH3:23])[CH3:22]. Product: [Cl:13][C:14]1[CH:15]=[C:16]([N:24]2[C:29](=[O:30])[C:28]([CH2:31][C:32]3[CH:37]=[CH:36][C:35]([C:38]4[CH:43]=[CH:42][CH:41]=[CH:40][C:39]=4[C:44]4[NH:3][C:4](=[O:7])[O:5][N:45]=4)=[CH:34][CH:33]=3)=[C:27]([CH2:46][CH2:47][CH3:48])[N:26]=[C:25]2[CH3:49])[CH:17]=[CH:18][C:19]=1[O:20][CH:21]([CH3:23])[CH3:22]. The catalyst class is: 69. (10) Reactant: [OH:1][CH2:2][CH:3]1[CH2:8][CH2:7][N:6]([C:9]([O:11][C:12]([CH3:15])([CH3:14])[CH3:13])=[O:10])[CH2:5][CH2:4]1.[H-].[Na+].I[CH3:19]. Product: [CH3:19][O:1][CH2:2][CH:3]1[CH2:8][CH2:7][N:6]([C:9]([O:11][C:12]([CH3:15])([CH3:14])[CH3:13])=[O:10])[CH2:5][CH2:4]1. The catalyst class is: 3.